This data is from Catalyst prediction with 721,799 reactions and 888 catalyst types from USPTO. The task is: Predict which catalyst facilitates the given reaction. (1) Reactant: [CH3:1][O:2][C:3]1[CH:12]=[CH:11][C:6]2[CH:7]=[C:8]([CH3:10])[O:9][C:5]=2[CH:4]=1.[CH:13]1([C:19](Cl)=[O:20])[CH2:18][CH2:17][CH2:16][CH2:15][CH2:14]1.[N+](C)([O-])=O.[Cl-].[Al+3].[Cl-].[Cl-]. Product: [CH:13]1([C:19]([C:7]2[C:6]3[CH:11]=[CH:12][C:3]([O:2][CH3:1])=[CH:4][C:5]=3[O:9][C:8]=2[CH3:10])=[O:20])[CH2:18][CH2:17][CH2:16][CH2:15][CH2:14]1. The catalyst class is: 6. (2) Reactant: [C:1]([C:5]1[CH:52]=[CH:51][C:8]2[N:9](COCC[Si](C)(C)C)[C:10]([CH2:12][CH:13]3[CH2:16][CH:15]([CH2:17][N:18]([CH2:22][C@@H:23]4[C@H:27]5[O:28]C(C)(C)[O:30][C@H:26]5[C@H:25]([N:33]5[C:37]6[N:38]=[CH:39][N:40]=[C:41]([NH2:42])[C:36]=6[CH:35]=[CH:34]5)[CH2:24]4)[CH:19]([CH3:21])[CH3:20])[CH2:14]3)=[N:11][C:7]=2[CH:6]=1)([CH3:4])([CH3:3])[CH3:2].CO. Product: [NH2:42][C:41]1[C:36]2[CH:35]=[CH:34][N:33]([C@@H:25]3[CH2:24][C@H:23]([CH2:22][N:18]([CH2:17][CH:15]4[CH2:14][CH:13]([CH2:12][C:10]5[NH:9][C:8]6[CH:51]=[CH:52][C:5]([C:1]([CH3:4])([CH3:3])[CH3:2])=[CH:6][C:7]=6[N:11]=5)[CH2:16]4)[CH:19]([CH3:20])[CH3:21])[C@@H:27]([OH:28])[C@H:26]3[OH:30])[C:37]=2[N:38]=[CH:39][N:40]=1. The catalyst class is: 33.